From a dataset of Full USPTO retrosynthesis dataset with 1.9M reactions from patents (1976-2016). Predict the reactants needed to synthesize the given product. (1) Given the product [S:12]([C:13]1[CH:18]=[C:17]([CH3:19])[CH:16]=[C:15]([C:20]([CH3:23])([CH3:22])[CH3:21])[C:14]=1[OH:24])[C:7]1[CH:8]=[C:9]([CH3:11])[CH:10]=[C:5]([C:1]([CH3:4])([CH3:2])[CH3:3])[C:6]=1[OH:25], predict the reactants needed to synthesize it. The reactants are: [C:1]([C:5]1[C:6]([O:25]CC)=[C:7]([S:12][C:13]2[CH:18]=[C:17]([CH3:19])[CH:16]=[C:15]([C:20]([CH3:23])([CH3:22])[CH3:21])[C:14]=2[OH:24])[CH:8]=[C:9]([CH3:11])[CH:10]=1)([CH3:4])([CH3:3])[CH3:2].C(C1C(O)=C(SC2C=C(C)C=C(C(C)(C)C)C=2OC)C=C(C)C=1)(C)(C)C.C(C1C(O)=C(SC2C=C(C)C=C(C(C)(C)C)C=2OCCC)C=C(C)C=1)(C)(C)C.C(C1C(O)=C(SC2C=C(C)C=C(C(C)(C)C)C=2O[Si](C)(C)C)C=C(C)C=1)(C)(C)C.C(C1C(O)=C(SC2C(C)=CC=CC=2C)C=C(C(C)(C)C)C=1)(C)(C)C. (2) Given the product [Br:17][C:9]1[N:6]2[CH:7]=[CH:8][C:3]([O:2][CH3:1])=[CH:4][C:5]2=[N:11][CH:10]=1, predict the reactants needed to synthesize it. The reactants are: [CH3:1][O:2][C:3]1[CH:8]=[CH:7][N:6]2[CH:9]=[CH:10][N:11]=[C:5]2[CH:4]=1.C([O-])(=O)C.[Na+].[Br:17]Br.C(=O)([O-])O.[Na+]. (3) Given the product [CH2:28]([C@@H:17]1[CH2:16][C@H:15]2[C@H:14]3[C@H:23]([CH2:22][CH2:21][C@:19]2([CH3:20])[C@H:18]1[OH:27])[C:24]1[CH:25]=[CH:26][C:9]([O:8][CH2:1][C:2]2[CH:7]=[CH:6][CH:5]=[CH:4][CH:3]=2)=[CH:10][C:11]=1[CH2:12][CH2:13]3)[CH:29]=[CH2:31], predict the reactants needed to synthesize it. The reactants are: [CH2:1]([O:8][C:9]1[CH:26]=[CH:25][C:24]2[C@@H:23]3[C@H:14]([C@H:15]4[C@@:19]([CH2:21][CH2:22]3)([CH3:20])[C@@H:18]([OH:27])[C@@H:17]([CH2:28][CH:29]=O)[CH2:16]4)[CH2:13][CH2:12][C:11]=2[CH:10]=1)[C:2]1[CH:7]=[CH:6][CH:5]=[CH:4][CH:3]=1.[C:31]1(C)C=CC=CC=1. (4) Given the product [CH2:15]([O:17][C:18]([C:20]1[N:21]([S:30]([C:33]2[CH:34]=[CH:35][C:36]([CH3:39])=[CH:37][CH:38]=2)(=[O:32])=[O:31])[C:22]2[C:27]([CH:28]=1)=[CH:26][C:25]([O:29][CH:6]([CH3:8])[CH3:7])=[CH:24][CH:23]=2)=[O:19])[CH3:16], predict the reactants needed to synthesize it. The reactants are: N(C(OC(C)C)=O)=NC(O[CH:6]([CH3:8])[CH3:7])=O.[CH2:15]([O:17][C:18]([C:20]1[N:21]([S:30]([C:33]2[CH:38]=[CH:37][C:36]([CH3:39])=[CH:35][CH:34]=2)(=[O:32])=[O:31])[C:22]2[C:27]([CH:28]=1)=[CH:26][C:25]([OH:29])=[CH:24][CH:23]=2)=[O:19])[CH3:16].C1(P(C2C=CC=CC=2)C2C=CC=CC=2)C=CC=CC=1.CC(O)C. (5) The reactants are: [CH2:1]([O:8][C:9]1[CH:10]=[CH:11][C:12]2[O:16][C:15]([CH:17]([NH:22][C:23]3[CH:28]=[CH:27][C:26]([C:29]([N:31]([CH3:39])[CH2:32][CH2:33][C:34]([O:36]CC)=[O:35])=[O:30])=[CH:25][CH:24]=3)[CH2:18][CH:19]([CH3:21])[CH3:20])=[C:14]([CH3:40])[C:13]=2[CH:41]=1)[C:2]1[CH:7]=[CH:6][CH:5]=[CH:4][CH:3]=1.[OH-].[Na+]. Given the product [CH2:1]([O:8][C:9]1[CH:10]=[CH:11][C:12]2[O:16][C:15]([C@@H:17]([NH:22][C:23]3[CH:24]=[CH:25][C:26]([C:29]([N:31]([CH3:39])[CH2:32][CH2:33][C:34]([OH:36])=[O:35])=[O:30])=[CH:27][CH:28]=3)[CH2:18][CH:19]([CH3:21])[CH3:20])=[C:14]([CH3:40])[C:13]=2[CH:41]=1)[C:2]1[CH:3]=[CH:4][CH:5]=[CH:6][CH:7]=1, predict the reactants needed to synthesize it.